This data is from Catalyst prediction with 721,799 reactions and 888 catalyst types from USPTO. The task is: Predict which catalyst facilitates the given reaction. (1) Reactant: [CH2:1]([N:8]1[CH2:12][CH:11]([CH3:13])[CH:10]([NH:14][C:15]([O:17][C:18]([CH3:21])([CH3:20])[CH3:19])=[O:16])[CH2:9]1)[C:2]1[CH:7]=[CH:6][CH:5]=[CH:4][CH:3]=1.[H-].[H-].[H-].[H-].[Li+].[Al+3].[OH-].[Na+].[CH3:30]C(OC(OC(OC(C)(C)C)=O)=O)(C)C. Product: [CH2:1]([N:8]1[CH2:12][CH:11]([CH3:13])[CH:10]([N:14]([C:15]([O:17][C:18]([CH3:20])([CH3:19])[CH3:21])=[O:16])[CH3:30])[CH2:9]1)[C:2]1[CH:3]=[CH:4][CH:5]=[CH:6][CH:7]=1. The catalyst class is: 20. (2) Reactant: [CH3:1][N:2]([CH3:63])[CH2:3][CH2:4][CH2:5][C:6]([O:8][CH:9]([CH2:45][CH2:46][CH2:47][CH2:48][CH2:49][CH2:50][CH2:51][CH2:52]/[CH:53]=[CH:54]\[CH2:55]/[CH:56]=[CH:57]\[CH2:58][CH2:59][CH2:60][CH2:61][CH3:62])[CH2:10][CH2:11][CH2:12][CH2:13][CH2:14][CH2:15][CH2:16][CH2:17]/[CH:18]=[CH:19]\[CH2:20][C@H:21]([O:27][Si](C(C)(C)C)(C1C=CC=CC=1)C1C=CC=CC=1)[CH2:22][CH2:23][CH2:24][CH2:25][CH3:26])=[O:7].CO.C(Cl)Cl. Product: [CH3:63][N:2]([CH3:1])[CH2:3][CH2:4][CH2:5][C:6]([O:8][CH:9]([CH2:45][CH2:46][CH2:47][CH2:48][CH2:49][CH2:50][CH2:51][CH2:52]/[CH:53]=[CH:54]\[CH2:55]/[CH:56]=[CH:57]\[CH2:58][CH2:59][CH2:60][CH2:61][CH3:62])[CH2:10][CH2:11][CH2:12][CH2:13][CH2:14][CH2:15][CH2:16][CH2:17]/[CH:18]=[CH:19]\[CH2:20][C@H:21]([OH:27])[CH2:22][CH2:23][CH2:24][CH2:25][CH3:26])=[O:7]. The catalyst class is: 33. (3) Reactant: [O:1]=[C:2]1[N:7]([C:8]2[CH:13]=[CH:12][CH:11]=[CH:10][CH:9]=2)[C:6]2[S:14][C:15]([C:24]([O-:26])=O)=[C:16]([NH:17][C:18]3[CH:23]=[CH:22][CH:21]=[CH:20][CH:19]=3)[C:5]=2[CH:4]=[CH:3]1.[NH4+].C(Cl)CCl.C1C=CC2N(O)N=NC=2C=1.[NH2:42][CH2:43][CH2:44][N:45]1[CH2:50][CH2:49][CH2:48][CH2:47][CH2:46]1. Product: [O:1]=[C:2]1[N:7]([C:8]2[CH:13]=[CH:12][CH:11]=[CH:10][CH:9]=2)[C:6]2[S:14][C:15]([C:24]([NH:42][CH2:43][CH2:44][N:45]3[CH2:50][CH2:49][CH2:48][CH2:47][CH2:46]3)=[O:26])=[C:16]([NH:17][C:18]3[CH:23]=[CH:22][CH:21]=[CH:20][CH:19]=3)[C:5]=2[CH:4]=[CH:3]1. The catalyst class is: 2. (4) Reactant: CC1(C)[O:6][C@H:5]([CH2:7][O:8][C:9]2[CH:10]=[C:11]([NH:15][C:16]([C:18]3[C:26]4[N:25]=[C:24]([C:27]5[CH:32]=[CH:31][CH:30]=[CH:29][C:28]=5[C:33]([F:36])([F:35])[F:34])[NH:23][C:22]=4[CH:21]=[CH:20][CH:19]=3)=[O:17])[CH:12]=[CH:13][CH:14]=2)[CH2:4][O:3]1.Cl. Product: [OH:6][C@@H:5]([CH2:4][OH:3])[CH2:7][O:8][C:9]1[CH:10]=[C:11]([NH:15][C:16]([C:18]2[C:26]3[N:25]=[C:24]([C:27]4[CH:32]=[CH:31][CH:30]=[CH:29][C:28]=4[C:33]([F:35])([F:36])[F:34])[NH:23][C:22]=3[CH:21]=[CH:20][CH:19]=2)=[O:17])[CH:12]=[CH:13][CH:14]=1. The catalyst class is: 36. (5) Reactant: [NH2:1][C:2]1[C:3]([C:16]2[CH:24]=[CH:23][C:19]([C:20](O)=[O:21])=[C:18]([F:25])[CH:17]=2)=[N:4][C:5]([C@H:8]2[CH2:13][CH2:12][C@H:11]([OH:14])[C@@H:10]([F:15])[CH2:9]2)=[CH:6][N:7]=1.Cl.[NH2:27][C@@H:28]([C:31]1[CH:36]=[C:35]([I:37])[CH:34]=[C:33]([F:38])[CH:32]=1)[CH2:29][OH:30].C1C=NC2N(O)N=NC=2C=1.C(Cl)CCl.CCN(C(C)C)C(C)C. Product: [NH2:1][C:2]1[C:3]([C:16]2[CH:24]=[CH:23][C:19]([C:20]([NH:27][C@@H:28]([C:31]3[CH:36]=[C:35]([I:37])[CH:34]=[C:33]([F:38])[CH:32]=3)[CH2:29][OH:30])=[O:21])=[C:18]([F:25])[CH:17]=2)=[N:4][C:5]([C@H:8]2[CH2:13][CH2:12][C@H:11]([OH:14])[C@@H:10]([F:15])[CH2:9]2)=[CH:6][N:7]=1. The catalyst class is: 18. (6) Reactant: [CH3:1][C:2]([S@:5]([NH2:7])=[O:6])([CH3:4])[CH3:3].C([O-])([O-])=O.[Cs+].[Cs+].[Br:14][C:15]1[CH:16]=[C:17]([CH:20]=[CH:21][CH:22]=1)[CH:18]=O. Product: [Br:14][C:15]1[CH:16]=[C:17](/[CH:18]=[N:7]/[S@@:5]([C:2]([CH3:4])([CH3:3])[CH3:1])=[O:6])[CH:20]=[CH:21][CH:22]=1. The catalyst class is: 2. (7) Reactant: Br[C:2]1[CH:3]=[N:4][N:5]([CH3:7])[CH:6]=1.C([Li])CCC.[Cl:13][C:14]1[CH:22]=[C:21]2[C:17]([C:18](=[O:24])[C:19](=[O:23])[NH:20]2)=[CH:16][CH:15]=1. Product: [Cl:13][C:14]1[CH:22]=[C:21]2[C:17]([C:18]([OH:24])([C:2]3[CH:3]=[N:4][N:5]([CH3:7])[CH:6]=3)[C:19](=[O:23])[NH:20]2)=[CH:16][CH:15]=1. The catalyst class is: 7.